Dataset: hERG Central: cardiac toxicity at 1µM, 10µM, and general inhibition. Task: Predict hERG channel inhibition at various concentrations. (1) The molecule is O=C(CCn1nc(-c2ccccc2)ccc1=O)NCCCN1CCCCCC1. Results: hERG_inhib (hERG inhibition (general)): blocker. (2) Results: hERG_inhib (hERG inhibition (general)): blocker. The molecule is CCN(CC)CCn1c2c(c(SCC(=O)Nc3nc4ccccc4s3)nc1=O)CCC2. (3) The molecule is FC(F)Sc1ccc(-n2cc(-c3ccccc3)[n+]3c2CCC3)cc1.[Br-]. Results: hERG_inhib (hERG inhibition (general)): blocker. (4) The compound is Cn1c(CNc2nc3ccccc3n2CCN2CCCCC2)nc2ccccc21. Results: hERG_inhib (hERG inhibition (general)): blocker. (5) The molecule is O=C(NCCN1CCN(C(=O)c2cccc(Br)c2)CC1)C(=O)NCc1ccccc1. Results: hERG_inhib (hERG inhibition (general)): blocker. (6) Results: hERG_inhib (hERG inhibition (general)): blocker. The drug is COC(=O)c1cc2c(N)c(C(=O)c3ccc(Cl)cc3)sc2nc1C(OC)OC. (7) The drug is CCOC(=O)c1cnc2ccc(OCC)cc2c1NCc1cccnc1.Cl. Results: hERG_inhib (hERG inhibition (general)): blocker.